Dataset: Peptide-MHC class I binding affinity with 185,985 pairs from IEDB/IMGT. Task: Regression. Given a peptide amino acid sequence and an MHC pseudo amino acid sequence, predict their binding affinity value. This is MHC class I binding data. The peptide sequence is WSDLNTTDF. The MHC is HLA-A11:01 with pseudo-sequence HLA-A11:01. The binding affinity (normalized) is 0.0847.